From a dataset of Peptide-MHC class I binding affinity with 185,985 pairs from IEDB/IMGT. Regression. Given a peptide amino acid sequence and an MHC pseudo amino acid sequence, predict their binding affinity value. This is MHC class I binding data. (1) The peptide sequence is TMFGGVSWMV. The MHC is HLA-A02:03 with pseudo-sequence HLA-A02:03. The binding affinity (normalized) is 0.614. (2) The peptide sequence is IMRVCRHL. The MHC is H-2-Kb with pseudo-sequence H-2-Kb. The binding affinity (normalized) is 0.518.